Dataset: Forward reaction prediction with 1.9M reactions from USPTO patents (1976-2016). Task: Predict the product of the given reaction. (1) Given the reactants [2H]C1C([2H])=C([2H])C(B(O)O)=C([2H])C=1[2H].C1C=CC(P(C2C(C3C(P(C4C=CC=CC=4)C4C=CC=CC=4)=CC=C4C=3C=CC=C4)=C3C(C=CC=C3)=CC=2)C2C=CC=CC=2)=CC=1.C(N(CC)CC)C.[C:68]1(=[O:77])[C:76]2[C:71](=[CH:72][CH:73]=[CH:74][CH:75]=2)[CH:70]=[CH:69]1, predict the reaction product. The product is: [C:68]1(=[O:77])[C:76]2[C:71](=[CH:72][CH:73]=[CH:74][CH:75]=2)[CH2:70][CH2:69]1. (2) Given the reactants [C:1]1(P(C2C=CC=CC=2)C2C=CC=CC=2)C=CC=C[CH:2]=1.CC(OC(/N=N/C(OC(C)C)=O)=O)C.[C:34]([O:38][C:39]([NH:41][C:42]([CH3:47])([CH3:46])[C:43]([OH:45])=[O:44])=[O:40])([CH3:37])([CH3:36])[CH3:35].C(O)C, predict the reaction product. The product is: [C:34]([O:38][C:39]([NH:41][C:42]([CH3:47])([CH3:46])[C:43]([O:45][CH2:1][CH3:2])=[O:44])=[O:40])([CH3:37])([CH3:35])[CH3:36]. (3) Given the reactants C[O:2][C:3](=[O:15])[C:4]1[CH:9]=[C:8]([N+:10]([O-])=O)[C:7](F)=[CH:6][C:5]=1[Br:14].O[S:17](O)(=O)=O.[N+]([O-])(O)=O.C[O:26][C:27](=O)[C:28]1C=CC(F)=CC=1Br.[OH-].[Na+], predict the reaction product. The product is: [Br:14][C:5]1[C:4]([C:3]([OH:2])=[O:15])=[CH:9][C:8]2[NH:10][C:27](=[O:26])[CH2:28][S:17][C:7]=2[CH:6]=1. (4) Given the reactants [NH2:1][CH2:2][C:3]([C:5]1[C:13]2[C:8](=[CH:9][CH:10]=[CH:11][CH:12]=2)[N:7]([C:14]([O:16][C:17]([CH3:20])([CH3:19])[CH3:18])=[O:15])[CH:6]=1)=[O:4].[H-].[Na+].Cl.NC[C:26](C1C2C(=CC=CC=2)N(C(OC(C)(C)C)=O)C=1)=[O:27].C(Cl)(Cl)=O.ClC(Cl)(OC(=O)OC(Cl)(Cl)Cl)Cl, predict the reaction product. The product is: [C:17]([O:16][C:14]([N:7]1[C:8]2[C:13](=[CH:12][CH:11]=[CH:10][CH:9]=2)[C:5]([C:3](=[O:4])[CH2:2][N:1]=[C:26]=[O:27])=[CH:6]1)=[O:15])([CH3:20])([CH3:19])[CH3:18]. (5) Given the reactants Cl.[CH3:2][O:3][C:4](=[O:7])[CH2:5][NH2:6].F[C:9]1[CH:10]=[C:11]([CH:16]=[CH:17][C:18]=1[N+:19]([O-:21])=[O:20])[C:12]([O:14][CH3:15])=[O:13].CCN(C(C)C)C(C)C, predict the reaction product. The product is: [CH3:2][O:3][C:4](=[O:7])[CH2:5][NH:6][C:17]1[CH:16]=[C:11]([CH:10]=[CH:9][C:18]=1[N+:19]([O-:21])=[O:20])[C:12]([O:14][CH3:15])=[O:13]. (6) Given the reactants [CH2:1]([O:8][C:9]1[C:10]([CH3:27])=[N:11][C:12]([N:20]2C(C)=CC=C2C)=[N:13][C:14]=1[CH2:15][CH2:16][CH2:17][CH2:18][CH3:19])[C:2]1[CH:7]=[CH:6][CH:5]=[CH:4][CH:3]=1.Cl.NO.O.[OH-].[Na+], predict the reaction product. The product is: [CH2:1]([O:8][C:9]1[C:10]([CH3:27])=[N:11][C:12]([NH2:20])=[N:13][C:14]=1[CH2:15][CH2:16][CH2:17][CH2:18][CH3:19])[C:2]1[CH:7]=[CH:6][CH:5]=[CH:4][CH:3]=1. (7) The product is: [Cl:1][C:2]1[CH:16]=[CH:15][C:5]([O:6][C:7]2[CH:8]=[CH:9][C:10]([CH:13]=[O:29])=[N:11][CH:12]=2)=[CH:4][CH:3]=1. Given the reactants [Cl:1][C:2]1[CH:16]=[CH:15][C:5]([O:6][C:7]2[CH:8]=[CH:9][C:10]([C:13]#N)=[N:11][CH:12]=2)=[CH:4][CH:3]=1.CC(C[AlH]CC(C)C)C.C1C[O:29]CC1, predict the reaction product. (8) Given the reactants C1(P(C2C=CC=CC=2)C2C=CC=CC=2)C=CC=CC=1.C(O)(=O)C1C=CC=CC=1.[Si:29]([O:36][C@H:37]1[C@H:41]2[O:42][CH2:43][C@@H:44]([OH:45])[C@H:40]2[O:39][CH2:38]1)([C:32]([CH3:35])([CH3:34])[CH3:33])([CH3:31])[CH3:30].CC(OC(/N=N/C(OC(C)C)=O)=O)C.[OH-].[Na+].C(=O)(O)[O-].[Na+], predict the reaction product. The product is: [Si:29]([O:36][C@H:37]1[C@H:41]2[O:42][CH2:43][C@H:44]([OH:45])[C@H:40]2[O:39][CH2:38]1)([C:32]([CH3:35])([CH3:33])[CH3:34])([CH3:31])[CH3:30].